The task is: Predict the reactants needed to synthesize the given product.. This data is from Full USPTO retrosynthesis dataset with 1.9M reactions from patents (1976-2016). (1) Given the product [C:1]1([CH:7]2[CH2:16][CH2:15][C:14]3[C:9](=[CH:10][CH:11]=[CH:12][CH:13]=3)[CH:8]2[C:17]2[CH:18]=[CH:19][C:20]([CH:23]=[CH:24][C:25]([NH:37][S:34]([C:28]3[CH:33]=[CH:32][CH:31]=[CH:30][CH:29]=3)(=[O:36])=[O:35])=[O:26])=[CH:21][CH:22]=2)[CH:2]=[CH:3][CH:4]=[CH:5][CH:6]=1, predict the reactants needed to synthesize it. The reactants are: [C:1]1([CH:7]2[CH2:16][CH2:15][C:14]3[C:9](=[CH:10][CH:11]=[CH:12][CH:13]=3)[CH:8]2[C:17]2[CH:22]=[CH:21][C:20]([CH:23]=[CH:24][C:25](O)=[O:26])=[CH:19][CH:18]=2)[CH:6]=[CH:5][CH:4]=[CH:3][CH:2]=1.[C:28]1([S:34]([NH2:37])(=[O:36])=[O:35])[CH:33]=[CH:32][CH:31]=[CH:30][CH:29]=1. (2) Given the product [CH2:13]([O:9][C:5]1[C:6]([CH3:8])=[CH:7][C:2]([Br:1])=[CH:3][C:4]=1[CH3:10])[CH:12]=[CH2:11], predict the reactants needed to synthesize it. The reactants are: [Br:1][C:2]1[CH:7]=[C:6]([CH3:8])[C:5]([OH:9])=[C:4]([CH3:10])[CH:3]=1.[CH2:11](Cl)[CH:12]=[CH2:13]. (3) Given the product [NH2:30][C:31]1[CH:36]=[CH:35][C:34]([C:2]2[C:10]3[CH:9]=[N:8][C:7]([NH:11][CH2:12][CH2:13][CH2:14][CH3:15])=[N:6][C:5]=3[N:4]([C@H:16]3[CH2:21][CH2:20][C@H:19]([O:22][Si:23]([C:26]([CH3:29])([CH3:28])[CH3:27])([CH3:25])[CH3:24])[CH2:18][CH2:17]3)[CH:3]=2)=[CH:33][CH:32]=1, predict the reactants needed to synthesize it. The reactants are: Br[C:2]1[C:10]2[CH:9]=[N:8][C:7]([NH:11][CH2:12][CH2:13][CH2:14][CH3:15])=[N:6][C:5]=2[N:4]([C@H:16]2[CH2:21][CH2:20][C@H:19]([O:22][Si:23]([C:26]([CH3:29])([CH3:28])[CH3:27])([CH3:25])[CH3:24])[CH2:18][CH2:17]2)[CH:3]=1.[NH2:30][C:31]1[CH:36]=[CH:35][C:34](B2OC(C)(C)C(C)(C)O2)=[CH:33][CH:32]=1.C([O-])([O-])=O.[K+].[K+]. (4) Given the product [CH3:26][N:15]([CH:10]1[CH:11]([CH3:14])[CH2:12][CH2:13][NH:8][CH2:9]1)[C:16]1[C:17]2[CH2:24][C:23](=[O:25])[NH:22][C:18]=2[N:19]=[CH:20][N:21]=1, predict the reactants needed to synthesize it. The reactants are: C([N:8]1[CH2:13][CH2:12][CH:11]([CH3:14])[CH:10]([N:15]([CH3:26])[C:16]2[C:17]3[CH2:24][C:23](=[O:25])[NH:22][C:18]=3[N:19]=[CH:20][N:21]=2)[CH2:9]1)C1C=CC=CC=1.C(O)(C(F)(F)F)=O. (5) The reactants are: [CH2:1]([N:3]([CH2:39][CH3:40])[C:4]([C:6]1[CH:11]=[CH:10][C:9]([CH:12]([C:31]2[CH:36]=[CH:35][CH:34]=[C:33]([O:37]C)[CH:32]=2)[CH2:13][CH2:14][N:15]2[CH2:20][CH2:19][CH:18]([N:21]3[C:25]4[CH:26]=[CH:27][CH:28]=[CH:29][C:24]=4[NH:23][C:22]3=[O:30])[CH2:17][CH2:16]2)=[CH:8][CH:7]=1)=[O:5])[CH3:2].B(Br)(Br)Br.CO.N.[Cl:48]CCl. Given the product [ClH:48].[CH2:39]([N:3]([CH2:1][CH3:2])[C:4]([C:6]1[CH:7]=[CH:8][C:9]([CH:12]([C:31]2[CH:36]=[CH:35][CH:34]=[C:33]([OH:37])[CH:32]=2)[CH2:13][CH2:14][N:15]2[CH2:20][CH2:19][CH:18]([N:21]3[C:25]4[CH:26]=[CH:27][CH:28]=[CH:29][C:24]=4[NH:23][C:22]3=[O:30])[CH2:17][CH2:16]2)=[CH:10][CH:11]=1)=[O:5])[CH3:40], predict the reactants needed to synthesize it. (6) Given the product [CH3:1][CH:2]1[CH2:7][CH2:6][N:5]([C:8]([C:10]2[CH:18]=[CH:17][C:16]3[N:15]([CH2:19][CH:20]4[CH2:21][CH2:22][O:23][CH2:24][CH2:25]4)[C:14]4[CH2:26][CH2:27][NH:28][CH2:29][C:13]=4[C:12]=3[CH:11]=2)=[O:9])[CH2:4][CH2:3]1, predict the reactants needed to synthesize it. The reactants are: [CH3:1][CH:2]1[CH2:7][CH2:6][N:5]([C:8]([C:10]2[CH:18]=[CH:17][C:16]3[N:15]([CH2:19][CH:20]4[CH2:25][CH2:24][O:23][CH2:22][CH2:21]4)[C:14]4[CH2:26][CH2:27][N:28](C(OC(C)(C)C)=O)[CH2:29][C:13]=4[C:12]=3[CH:11]=2)=[O:9])[CH2:4][CH2:3]1.C(O)(C(F)(F)F)=O. (7) Given the product [Br:11][C:6]1[C:7]([OH:10])=[N:8][CH:9]=[C:4]([N+:1]([O-:3])=[O:2])[CH:5]=1, predict the reactants needed to synthesize it. The reactants are: [N+:1]([C:4]1[CH:5]=[CH:6][C:7]([OH:10])=[N:8][CH:9]=1)([O-:3])=[O:2].[Br:11]Br.